The task is: Regression. Given two drug SMILES strings and cell line genomic features, predict the synergy score measuring deviation from expected non-interaction effect.. This data is from NCI-60 drug combinations with 297,098 pairs across 59 cell lines. (1) Drug 1: CCCS(=O)(=O)NC1=C(C(=C(C=C1)F)C(=O)C2=CNC3=C2C=C(C=N3)C4=CC=C(C=C4)Cl)F. Drug 2: C1=NC2=C(N=C(N=C2N1C3C(C(C(O3)CO)O)O)F)N. Cell line: MDA-MB-231. Synergy scores: CSS=3.52, Synergy_ZIP=-2.14, Synergy_Bliss=-2.55, Synergy_Loewe=-9.28, Synergy_HSA=-4.60. (2) Drug 1: C1CCN(CC1)CCOC2=CC=C(C=C2)C(=O)C3=C(SC4=C3C=CC(=C4)O)C5=CC=C(C=C5)O. Drug 2: CS(=O)(=O)C1=CC(=C(C=C1)C(=O)NC2=CC(=C(C=C2)Cl)C3=CC=CC=N3)Cl. Cell line: HCT116. Synergy scores: CSS=0.628, Synergy_ZIP=0.569, Synergy_Bliss=-0.213, Synergy_Loewe=-4.40, Synergy_HSA=-3.69. (3) Drug 1: C1=CC(=CC=C1CCCC(=O)O)N(CCCl)CCCl. Drug 2: C1=CC=C(C(=C1)C(C2=CC=C(C=C2)Cl)C(Cl)Cl)Cl. Cell line: SN12C. Synergy scores: CSS=18.5, Synergy_ZIP=-3.99, Synergy_Bliss=-0.494, Synergy_Loewe=-5.92, Synergy_HSA=-0.256. (4) Drug 2: CCN(CC)CCCC(C)NC1=C2C=C(C=CC2=NC3=C1C=CC(=C3)Cl)OC. Synergy scores: CSS=7.73, Synergy_ZIP=-6.95, Synergy_Bliss=2.79, Synergy_Loewe=-9.24, Synergy_HSA=1.10. Cell line: NCIH23. Drug 1: CC12CCC3C(C1CCC2O)C(CC4=C3C=CC(=C4)O)CCCCCCCCCS(=O)CCCC(C(F)(F)F)(F)F.